Dataset: Full USPTO retrosynthesis dataset with 1.9M reactions from patents (1976-2016). Task: Predict the reactants needed to synthesize the given product. Given the product [O:8]1[CH2:9][CH2:10][N:11]([CH2:14][C:15]([NH:17][C@@H:18]([CH3:22])[C:19]([NH:23][C@@H:24]([CH2:35][CH2:36][C:37]2[CH:38]=[CH:39][CH:40]=[CH:41][CH:42]=2)[C:25]([O:27][CH2:28][C:29]2[CH:34]=[CH:33][CH:32]=[CH:31][CH:30]=2)=[O:26])=[O:21])=[O:16])[CH2:12][CH2:13]1, predict the reactants needed to synthesize it. The reactants are: CN1CCOCC1.[O:8]1[CH2:13][CH2:12][N:11]([CH2:14][C:15]([NH:17][C@@H:18]([CH3:22])[C:19]([OH:21])=O)=[O:16])[CH2:10][CH2:9]1.[NH2:23][C@@H:24]([CH2:35][CH2:36][C:37]1[CH:42]=[CH:41][CH:40]=[CH:39][CH:38]=1)[C:25]([O:27][CH2:28][C:29]1[CH:34]=[CH:33][CH:32]=[CH:31][CH:30]=1)=[O:26].CN(C(ON1N=NC2C=CC=NC1=2)=[N+](C)C)C.F[P-](F)(F)(F)(F)F.